From a dataset of Full USPTO retrosynthesis dataset with 1.9M reactions from patents (1976-2016). Predict the reactants needed to synthesize the given product. (1) Given the product [F:33][C:30]1[CH:29]=[CH:28][C:27]([C:24]2[CH:25]=[CH:26][C:21]([O:20][CH2:19][CH:18]([C:16]3[N:17]=[C:13]([S:12][C:9]([CH3:10])([CH3:11])[C:8]([OH:7])=[O:35])[S:14][CH:15]=3)[O:34][CH3:36])=[CH:22][CH:23]=2)=[CH:32][CH:31]=1, predict the reactants needed to synthesize it. The reactants are: [H-].[Na+].C([O:7][C:8](=[O:35])[C:9]([S:12][C:13]1[S:14][CH:15]=[C:16]([CH:18]([OH:34])[CH2:19][O:20][C:21]2[CH:26]=[CH:25][C:24]([C:27]3[CH:32]=[CH:31][C:30]([F:33])=[CH:29][CH:28]=3)=[CH:23][CH:22]=2)[N:17]=1)([CH3:11])[CH3:10])(C)(C)C.[CH3:36]I.O. (2) Given the product [F:1][C:2]1[CH:3]=[C:4]([OH:9])[CH:5]=[C:6]([C:10]2[CH:15]=[CH:14][CH:13]=[CH:12][CH:11]=2)[CH:7]=1, predict the reactants needed to synthesize it. The reactants are: [F:1][C:2]1[CH:3]=[C:4]([OH:9])[CH:5]=[C:6](I)[CH:7]=1.[C:10]1(B(O)O)[CH:15]=[CH:14][CH:13]=[CH:12][CH:11]=1.C(=O)([O-])[O-].[Na+].[Na+].CCCCCCC.